From a dataset of Experimentally validated miRNA-target interactions with 360,000+ pairs, plus equal number of negative samples. Binary Classification. Given a miRNA mature sequence and a target amino acid sequence, predict their likelihood of interaction. (1) Result: 0 (no interaction). The miRNA is mmu-miR-652-3p with sequence AAUGGCGCCACUAGGGUUGUG. The protein sequence of the target gene is MALTPGWGSSAGPVRPELWLLLWAAAWRLGASACPALCTCTGTTVDCHGTGLQAIPKNIPRNTERLELNGNNITRIHKNDFAGLKQLRVLQLMENQIGAVERGAFDDMKELERLRLNRNQLHMLPELLFQNNQALSRLDLSENAIQAIPRKAFRGATDLKNLQLDKNQISCIEEGAFRALRGLEVLTLNNNNITTIPVSSFNHMPKLRTFRLHSNHLFCDCHLAWLSQWLRQRPTIGLFTQCSGPASLRGLNVAEVQKSEFSCSGQGEAGRVPTCTLSSGSCPAMCTCSNGIVDCRGKGL.... (2) The miRNA is mmu-miR-3105-3p with sequence ACUGCUUAUGAGCUUGCACUCC. The protein sequence of the target gene is MFCHLRPLRRFGLRKVLPHWLHYSRALSGAEAINALRPFYFAVHPDFFGQHPREREVNENSLKRLSVYLENLQKPGFKSLKPTQLTFYIREKTAQNSSEGQEPISTTGFRAVRFTLHSSDLLSTVLYILNSCSLPVEHVQSLNTNVHSQPLKEATGMPDRPIKWHRSYYSFTGFKDPDEDLTHVSRVETTLTSWLGSNGKGAVKKLRNSLPLRKELDRLKNELSELLQLSDIRWQRGWGVAHRCSQLHSLSRLAQQNPGPLQNVKGCTVVFTDRSGMSALGHVMLGTMDVHHHWTRLFES.... Result: 1 (interaction). (3) The miRNA is hsa-miR-653-5p with sequence GUGUUGAAACAAUCUCUACUG. The protein sequence of the target gene is MQMMTRKVLLNMELEEDDDEDGDIVLENFDQTIVCPTFGSLENQQDFRTPEFEEFNGKPDSLFFTDGQRRIDFILVYEDESKKENNKKGTNEKQKRKRQAYESNLICHGLQLEATRSVSDDKLVFVKVHAPWEVLCTYAEIMHIKLPLKPNDLKTRSPFGNLNWFTKVLRVNESVIKPEQEFFTAPFEKSRMNDFYILDRDSFFNPATRSRIVYFILSRVKYQVMNNVNKFGINRLVSSGIYKAAFPLHDCRFNYESEDISCPSERYLLYREWAHPRSIYKKQPLDLIRKYYGEKIGIYF.... Result: 0 (no interaction). (4) The miRNA is mmu-miR-3066-5p with sequence UUGGUUGCUGUAGAUUAAGUAG. The protein sequence of the target gene is MQAVRNAGSRFLRSWTWPQTAGRVVARTPAGTICTGARQLQDAAAKQKVEQNAAPSHTKFSIYPPIPGEESSLRWAGKKFEEIPIAHIKASHNNTQIQVVSASNEPLAFASCGTEGFRNAKKGTGIAAQTAGIAAAARAKQKGVIHIRVVVKGLGPGRLSAMHGLIMGGLEVISITDNTPIPHNGCRPRKARKL. Result: 0 (no interaction). (5) The miRNA is hsa-miR-574-5p with sequence UGAGUGUGUGUGUGUGAGUGUGU. The protein sequence of the target gene is MGKRDNRVAYMNPIAMARSRGPIQSSGPTIQDYLNRPRPTWEEVKEQLEKKKKGSKALAEFEEKMNENWKKELEKHREKLLSGNESSSKKRQKKKKEKKKSGRYSSSSSSSSDSSSSSSDSEDEDKKQTKRRKKKKSRCHKSPESSGSDSASDSKDGSKKKKKSKDVTEREKDTKGLSKKRKMYEDKPLSSESLSESDCGEVQAKRKKSGEERERTTDKAKKRRKHKKHSKKKKKKAASSSSDSP. Result: 0 (no interaction). (6) The miRNA is hsa-miR-6798-5p with sequence CCAGGGGGAUGGGCGAGCUUGGG. Result: 0 (no interaction). The protein sequence of the target gene is MHLKHLRTLLSPQDGAAKVTCMAWSQNNAKFAVCTVDRVVLLYDEHGERRDKFSTKPADMKYGRKSYMVKGMAFSPDSTKIAIGQTDNIIYVYKIGEDWGDKKVICNKFIQTSAVTCLQWPAEYIIVFGLAEGKVRLANTKTNKSSTIYGTESYVVSLTTNCSGKGILSGHADGTIVRYFFDDEGSGESQGKLVNHPCPPYALAWATNSIVAAGCDRKIVAYGKEGHMLQTFDYSRDPQEREFTTAVSSPGGQSVVLGSYDRLRVFNWIPRRSIWEEAKPKEITNLYTITALAWKRDGSR.... (7) The miRNA is mmu-miR-30c-5p with sequence UGUAAACAUCCUACACUCUCAGC. The protein sequence of the target gene is MEAGGDNAVPAPGGVEDLVDTQFPREEAGDSERVHASTLDPGDGDPEDTGSKDQPSSLLSPLPQTEAASSTCEHWETAAASDSSPPGEPESNSEGQGEDPDDGGDPSDEDWRSQRKHVFVLSEAGKPIYSRYGSVEALSATMGVMTALVSFVQSAGDAIRAIYAEDHKLVFLQQGPLLLVAVSRTPQSAAQLRGELLAVHAQIVSTLTRASVARIFAHKQNYDLRRLLAGSERTLDRLLDSVEQDPGALLLGAVRCVPLARPLRDALGTLLRRCTAPGLALSVLAVGGRLITVAQERNVL.... Result: 0 (no interaction).